This data is from Merck oncology drug combination screen with 23,052 pairs across 39 cell lines. The task is: Regression. Given two drug SMILES strings and cell line genomic features, predict the synergy score measuring deviation from expected non-interaction effect. (1) Drug 1: CN(C)C(=N)N=C(N)N. Drug 2: COC1=C2CC(C)CC(OC)C(O)C(C)C=C(C)C(OC(N)=O)C(OC)C=CC=C(C)C(=O)NC(=CC1=O)C2=O. Cell line: ES2. Synergy scores: synergy=-14.9. (2) Cell line: OV90. Drug 1: CS(=O)(=O)CCNCc1ccc(-c2ccc3ncnc(Nc4ccc(OCc5cccc(F)c5)c(Cl)c4)c3c2)o1. Drug 2: Cc1nc(Nc2ncc(C(=O)Nc3c(C)cccc3Cl)s2)cc(N2CCN(CCO)CC2)n1. Synergy scores: synergy=9.36.